This data is from Catalyst prediction with 721,799 reactions and 888 catalyst types from USPTO. The task is: Predict which catalyst facilitates the given reaction. (1) Reactant: O.NN.[Cl:4][C:5]1[CH:6]=[C:7]([NH:12][C:13](=[O:25])[CH2:14][O:15][C:16]2[CH:21]=[CH:20][CH:19]=[C:18]([N+:22]([O-])=O)[CH:17]=2)[CH:8]=[C:9]([Cl:11])[CH:10]=1. Product: [NH2:22][C:18]1[CH:17]=[C:16]([CH:21]=[CH:20][CH:19]=1)[O:15][CH2:14][C:13]([NH:12][C:7]1[CH:8]=[C:9]([Cl:11])[CH:10]=[C:5]([Cl:4])[CH:6]=1)=[O:25]. The catalyst class is: 94. (2) Reactant: [N:1]1([C:5]([C:7]2[CH:8]=[C:9]3[C:14](=[CH:15][CH:16]=2)[CH:13]=[N:12][CH:11]=[C:10]3[C:17]2[CH:22]=[CH:21][C:20]([C:23]3[CH:24]=[N:25][N:26]([CH3:28])[CH:27]=3)=[CH:19][CH:18]=2)=[O:6])[CH2:4][CH2:3][CH2:2]1.C1C=C(Cl)C=C(C(OO)=[O:37])C=1.[OH-].[Na+]. Product: [N:1]1([C:5]([C:7]2[CH:8]=[C:9]3[C:14](=[CH:15][CH:16]=2)[CH:13]=[N+:12]([O-:37])[CH:11]=[C:10]3[C:17]2[CH:18]=[CH:19][C:20]([C:23]3[CH:24]=[N:25][N:26]([CH3:28])[CH:27]=3)=[CH:21][CH:22]=2)=[O:6])[CH2:2][CH2:3][CH2:4]1. The catalyst class is: 4. (3) Product: [CH2:14]([O:13][CH2:12][C:10]([CH2:9][O:8][CH2:1][C:2]1[CH:3]=[CH:4][CH:5]=[CH:6][CH:7]=1)=[CH:23][C:24]#[N:25])[C:15]1[CH:16]=[CH:17][CH:18]=[CH:19][CH:20]=1. The catalyst class is: 11. Reactant: [CH2:1]([O:8][CH2:9][C:10]([CH2:12][O:13][CH2:14][C:15]1[CH:20]=[CH:19][CH:18]=[CH:17][CH:16]=1)=O)[C:2]1[CH:7]=[CH:6][CH:5]=[CH:4][CH:3]=1.P(=O)([O-])O[C:23](CC)(CC)[C:24]#[N:25].[H-].[Na+]. (4) Reactant: [OH:1][CH2:2][CH2:3][CH2:4][O:5][C:6]1([CH3:19])[CH2:11][CH2:10][N:9]([C:12]([O:14][C:15]([CH3:18])([CH3:17])[CH3:16])=[O:13])[CH2:8][CH2:7]1.CC(OI1(OC(C)=O)(OC(C)=O)OC(=O)C2C=CC=CC1=2)=O.C([O-])(O)=O.[Na+]. Product: [CH3:19][C:6]1([O:5][CH2:4][CH2:3][CH:2]=[O:1])[CH2:11][CH2:10][N:9]([C:12]([O:14][C:15]([CH3:16])([CH3:17])[CH3:18])=[O:13])[CH2:8][CH2:7]1. The catalyst class is: 2. (5) Product: [CH2:9]([O:8][C:6]1[CH:5]=[CH:4][C:3]([S:16][C:17]2[CH:18]=[CH:19][C:20]([OH:23])=[CH:21][CH:22]=2)=[C:2]([NH:1][C:39]2[C:31]3[CH:30]=[CH:29][C:28]([C:24]([CH3:25])([CH3:26])[CH3:27])=[N:33][C:32]=3[N:34]=[CH:35][N:40]=2)[CH:7]=1)[C:10]1[CH:11]=[CH:12][CH:13]=[CH:14][CH:15]=1. Reactant: [NH2:1][C:2]1[CH:7]=[C:6]([O:8][CH2:9][C:10]2[CH:15]=[CH:14][CH:13]=[CH:12][CH:11]=2)[CH:5]=[CH:4][C:3]=1[S:16][C:17]1[CH:22]=[CH:21][C:20]([OH:23])=[CH:19][CH:18]=1.[C:24]([C:28]1[N:33]=[C:32]([N:34]=[CH:35]N(C)C)[C:31]([C:39]#[N:40])=[CH:30][CH:29]=1)([CH3:27])([CH3:26])[CH3:25]. The catalyst class is: 15. (6) Reactant: [C:1]([O:5][C:6](=[O:16])[NH:7][C:8]1[CH:13]=[C:12]([F:14])[CH:11]=[CH:10][C:9]=1[NH2:15])([CH3:4])([CH3:3])[CH3:2].[CH3:17][C:18](C)([O-])C.[K+].ICC. The catalyst class is: 355. Product: [C:1]([O:5][C:6](=[O:16])[NH:7][C:8]1[CH:13]=[C:12]([F:14])[CH:11]=[CH:10][C:9]=1[NH:15][CH2:17][CH3:18])([CH3:4])([CH3:2])[CH3:3].